From a dataset of Forward reaction prediction with 1.9M reactions from USPTO patents (1976-2016). Predict the product of the given reaction. (1) Given the reactants [OH:1][NH:2][C:3](=[NH:28])[C:4]1[C:14]2[O:13][CH2:12][CH2:11][N:10]([C:15]([O:17][C:18]([CH3:21])([CH3:20])[CH3:19])=[O:16])[CH:9]([CH2:22][CH2:23][C:24]([O:26][CH3:27])=[O:25])[C:8]=2[CH:7]=[CH:6][CH:5]=1.[Cl:29][C:30]1[CH:31]=[C:32]([CH:36]=[CH:37][C:38]=1[O:39][CH:40]([CH3:42])[CH3:41])[C:33](Cl)=O.C(N(CC)CC)C, predict the reaction product. The product is: [Cl:29][C:30]1[CH:31]=[C:32]([C:33]2[O:1][N:2]=[C:3]([C:4]3[C:14]4[O:13][CH2:12][CH2:11][N:10]([C:15]([O:17][C:18]([CH3:19])([CH3:20])[CH3:21])=[O:16])[CH:9]([CH2:22][CH2:23][C:24]([O:26][CH3:27])=[O:25])[C:8]=4[CH:7]=[CH:6][CH:5]=3)[N:28]=2)[CH:36]=[CH:37][C:38]=1[O:39][CH:40]([CH3:41])[CH3:42]. (2) Given the reactants [Cl:1][C:2]1[CH:36]=[CH:35][C:5]([CH2:6][C:7]2[N:8]=[C:9]([C:25]3[C:26]([CH3:34])=[N:27][N:28]4[CH:33]=[CH:32][CH:31]=[CH:30][C:29]=34)[S:10][C:11]=2[C:12]2[N:16]=[CH:15][N:14](COCC[Si](C)(C)C)[N:13]=2)=[CH:4][CH:3]=1.FC(F)(F)C(O)=O, predict the reaction product. The product is: [Cl:1][C:2]1[CH:3]=[CH:4][C:5]([CH2:6][C:7]2[N:8]=[C:9]([C:25]3[C:26]([CH3:34])=[N:27][N:28]4[CH:33]=[CH:32][CH:31]=[CH:30][C:29]=34)[S:10][C:11]=2[C:12]2[NH:16][CH:15]=[N:14][N:13]=2)=[CH:35][CH:36]=1. (3) The product is: [CH3:36][N:5]1[CH:6]([C:24]2[CH:31]=[CH:30][C:27]([C:28]#[N:29])=[CH:26][C:25]=2[S:32]([CH3:35])(=[O:33])=[O:34])[C:7]2[C:22](=[O:23])[CH2:21][CH2:20][C:8]=2[N:9]([C:10]2[CH:15]=[CH:14][N:13]=[C:12]([C:16]([F:17])([F:19])[F:18])[CH:11]=2)[C:4]1=[O:3]. Given the reactants CI.[O:3]=[C:4]1[N:9]([C:10]2[CH:15]=[CH:14][N:13]=[C:12]([C:16]([F:19])([F:18])[F:17])[CH:11]=2)[C:8]2[CH2:20][CH2:21][C:22](=[O:23])[C:7]=2[CH:6]([C:24]2[CH:31]=[CH:30][C:27]([C:28]#[N:29])=[CH:26][C:25]=2[S:32]([CH3:35])(=[O:34])=[O:33])[NH:5]1.[C:36](=O)([O-])[O-].[Cs+].[Cs+].O, predict the reaction product. (4) The product is: [CH2:7]([O:14][C:15]1[CH:31]=[CH:30][CH:29]=[CH:28][C:16]=1[CH2:17][C:18]1[CH:19]=[CH:20][C:21]([CH2:22][OH:23])=[CH:26][CH:27]=1)[C:8]1[CH:9]=[CH:10][CH:11]=[CH:12][CH:13]=1. Given the reactants [H-].[Al+3].[Li+].[H-].[H-].[H-].[CH2:7]([O:14][C:15]1[CH:31]=[CH:30][CH:29]=[CH:28][C:16]=1[CH2:17][C:18]1[CH:27]=[CH:26][C:21]([C:22](OC)=[O:23])=[CH:20][CH:19]=1)[C:8]1[CH:13]=[CH:12][CH:11]=[CH:10][CH:9]=1.C(OCC)(=O)C.Cl, predict the reaction product. (5) Given the reactants [CH2:1]([OH:6])[CH2:2][CH2:3][CH:4]=[CH2:5].[CH3:7][C:8]1([CH:11]=[CH2:12])[CH2:10][O:9]1, predict the reaction product. The product is: [CH3:7][C@@:8]([O:6][CH2:1][CH2:2][CH2:3][CH:4]=[CH2:5])([CH:11]=[CH2:12])[CH2:10][OH:9]. (6) Given the reactants [Cl:1][C:2]1[N:3]=[C:4](Cl)[C:5]2[CH2:10][N:9]([CH:11]([CH3:15])[CH2:12][O:13][CH3:14])[C:8](=[O:16])[C:6]=2[N:7]=1.[F:18][C:19]1[CH:24]=[CH:23][C:22]([CH2:25][C:26]([CH3:29])([NH2:28])[CH3:27])=[CH:21][CH:20]=1.CCN(C(C)C)C(C)C, predict the reaction product. The product is: [Cl:1][C:2]1[N:3]=[C:4]([NH:28][C:26]([CH3:29])([CH3:27])[CH2:25][C:22]2[CH:23]=[CH:24][C:19]([F:18])=[CH:20][CH:21]=2)[C:5]2[CH2:10][N:9]([CH:11]([CH3:15])[CH2:12][O:13][CH3:14])[C:8](=[O:16])[C:6]=2[N:7]=1.